Regression/Classification. Given a drug SMILES string, predict its absorption, distribution, metabolism, or excretion properties. Task type varies by dataset: regression for continuous measurements (e.g., permeability, clearance, half-life) or binary classification for categorical outcomes (e.g., BBB penetration, CYP inhibition). Dataset: cyp2d6_veith. From a dataset of CYP2D6 inhibition data for predicting drug metabolism from PubChem BioAssay. (1) The compound is OCCNc1nc(NCCC2=CCCCC2)nc(N2CCOCC2)n1. The result is 1 (inhibitor). (2) The drug is O=[N+]([O-])c1ccc(N/N=C\c2cccn2-c2ccccc2)nc1. The result is 1 (inhibitor). (3) The drug is COc1ccccc1CCn1c(=O)c(-c2ccc(F)cc2)nc2cncnc21. The result is 0 (non-inhibitor). (4) The drug is COC(=O)[C@@]1(Cc2ccc(F)cc2)[C@H]2c3cc(C(=O)N(C)C)n(Cc4nc5ccccc5[nH]4)c3C[C@H]2CN1C(=O)c1ccccc1. The result is 1 (inhibitor). (5) The compound is O=C(NCc1ccccc1)c1cnc2n(c1=O)CCS2. The result is 0 (non-inhibitor). (6) The result is 0 (non-inhibitor). The molecule is O=C(O)CNC(=O)c1ccc([As](=O)(O)O)cc1.